This data is from Reaction yield outcomes from USPTO patents with 853,638 reactions. The task is: Predict the reaction yield, written as a fraction of the theoretical maximum amount of product (1.0 means a 100% yield; for example, 0.34 means a 34% yield). (1) The reactants are [C:1]1([C:7]2[C:8]3[S:20][C:19]([C:21]([O:23][CH3:24])=[O:22])=[CH:18][C:9]=3[NH:10][C:11]=2[C:12]2[CH:17]=[CH:16][CH:15]=[CH:14][CH:13]=2)[CH2:6][CH2:5][CH2:4][CH2:3][CH:2]=1.C([SiH](CC)CC)C. The product is [CH:1]1([C:7]2[C:8]3[S:20][C:19]([C:21]([O:23][CH3:24])=[O:22])=[CH:18][C:9]=3[NH:10][C:11]=2[C:12]2[CH:13]=[CH:14][CH:15]=[CH:16][CH:17]=2)[CH2:2][CH2:3][CH2:4][CH2:5][CH2:6]1. The catalyst is C(O)(C(F)(F)F)=O. The yield is 0.950. (2) The reactants are [CH3:1][C:2]1[C:6]([B:7]2[O:11][C:10]([CH3:13])([CH3:12])[C:9]([CH3:15])([CH3:14])[O:8]2)=[C:5]([CH3:16])[NH:4][N:3]=1.Br[CH2:18][CH2:19][O:20][CH3:21]. The catalyst is CC#N. The product is [CH3:21][O:20][CH2:19][CH2:18][N:3]1[C:2]([CH3:1])=[C:6]([B:7]2[O:11][C:10]([CH3:12])([CH3:13])[C:9]([CH3:15])([CH3:14])[O:8]2)[C:5]([CH3:16])=[N:4]1. The yield is 0.520. (3) The reactants are [C:1]([C:4]1[C:12]2[C:7](=[CH:8][CH:9]=[C:10]([Br:13])[CH:11]=2)[NH:6][C:5]=1[C:14]([NH:16][CH2:17][CH2:18][O:19][CH3:20])=[O:15])(=O)[CH3:2].C(O[CH:26]([N:30]([CH3:32])C)[N:27](C)C)(C)(C)C.[NH2:33]C(N)=N.Cl.C[O-].[Na+].CO. The catalyst is ClCCl.C(O)CC. The product is [NH2:33][C:26]1[N:27]=[C:1]([C:4]2[C:12]3[C:7](=[CH:8][CH:9]=[C:10]([Br:13])[CH:11]=3)[NH:6][C:5]=2[C:14]([NH:16][CH2:17][CH2:18][O:19][CH3:20])=[O:15])[CH:2]=[CH:32][N:30]=1. The yield is 0.714. (4) The reactants are [CH2:1]([CH:4]1[O:9][C:8]2[CH:10]=[CH:11][CH:12]=[CH:13][C:7]=2[N:6]([C:14]2[CH:19]=[CH:18][CH:17]=[CH:16][CH:15]=2)[S:5]1(=[O:21])=[O:20])[CH:2]=[CH2:3].C12BC(CCC1)CCC2.[O:31]1CCCC1. No catalyst specified. The product is [O:21]=[S:5]1(=[O:20])[CH:4]([CH2:1][CH2:2][CH2:3][OH:31])[O:9][C:8]2[CH:10]=[CH:11][CH:12]=[CH:13][C:7]=2[N:6]1[C:14]1[CH:19]=[CH:18][CH:17]=[CH:16][CH:15]=1. The yield is 0.640. (5) The reactants are [F:1][C:2]([F:10])([F:9])[C:3](=[O:8])[CH2:4][C:5](=[O:7])[CH3:6].[NH2:11][C:12]([NH2:14])=[O:13].[CH:15](OCC)(OCC)OCC.CO[Na].Cl. The catalyst is C(O)C. The product is [C:5](/[C:4](/[C:3](=[O:8])[C:2]([F:10])([F:9])[F:1])=[CH:15]\[NH:11][C:12]([NH2:14])=[O:13])(=[O:7])[CH3:6]. The yield is 0.673. (6) The product is [Cl:14][C:15]1[CH:20]=[C:19]([C:2]2[C:7]3[N:8]=[C:9]([NH2:11])[S:10][C:6]=3[CH:5]=[C:4]([CH3:12])[C:3]=2[F:13])[CH:18]=[CH:17][CH:16]=1. The reactants are Br[C:2]1[C:7]2[N:8]=[C:9]([NH2:11])[S:10][C:6]=2[CH:5]=[C:4]([CH3:12])[C:3]=1[F:13].[Cl:14][C:15]1[CH:16]=[C:17](B(O)O)[CH:18]=[CH:19][CH:20]=1.C1C=CC(P(C2C=CC=CC=2)C2C=CC=CC=2)=CC=1.C([O-])([O-])=O.[K+].[K+]. The catalyst is CC([O-])=O.CC([O-])=O.[Pd+2].C(O)C.O.O1CCOCC1. The yield is 0.550.